This data is from Peptide-MHC class II binding affinity with 134,281 pairs from IEDB. The task is: Regression. Given a peptide amino acid sequence and an MHC pseudo amino acid sequence, predict their binding affinity value. This is MHC class II binding data. (1) The peptide sequence is PCREQDELIGRGRVS. The MHC is HLA-DQA10501-DQB10402 with pseudo-sequence HLA-DQA10501-DQB10402. The binding affinity (normalized) is 0.298. (2) The peptide sequence is RNITGTSSTPEAVSL. The MHC is DRB1_1201 with pseudo-sequence DRB1_1201. The binding affinity (normalized) is 0.185. (3) The peptide sequence is TITVYAVTYYKEADY. The MHC is HLA-DQA10102-DQB10602 with pseudo-sequence HLA-DQA10102-DQB10602. The binding affinity (normalized) is 0.265. (4) The peptide sequence is PLMSSKFPELGMNPS. The MHC is DRB1_0901 with pseudo-sequence DRB1_0901. The binding affinity (normalized) is 0.204. (5) The peptide sequence is VHQIFGSAYTALFSG. The MHC is DRB1_1101 with pseudo-sequence DRB1_1101. The binding affinity (normalized) is 0.419. (6) The peptide sequence is YDKFLWNVSTVLTGK. The binding affinity (normalized) is 0.764. The MHC is DRB3_0202 with pseudo-sequence DRB3_0202.